Dataset: Orexin1 receptor HTS with 218,158 compounds and 233 confirmed actives. Task: Binary Classification. Given a drug SMILES string, predict its activity (active/inactive) in a high-throughput screening assay against a specified biological target. (1) The result is 0 (inactive). The molecule is O(Cc1c(onc1C)C)c1c(C(=O)N(CC(=O)Nc2cc(OC)ccc2)C)cccc1. (2) The molecule is s1c2nc(c(c(c2c(N)c1C(=O)N)c1ccccc1)C(OCC)=O)C. The result is 0 (inactive). (3) The compound is Clc1cc2c(n(c3nc4c(nc23)cccc4)C)cc1. The result is 1 (active). (4) The compound is s1c2c(CC(OC2)(C)C)c2c1n(c(=O)n(c2=O)CC(=O)NCC1OCCC1)CCC. The result is 0 (inactive).